Dataset: Reaction yield outcomes from USPTO patents with 853,638 reactions. Task: Predict the reaction yield, written as a fraction of the theoretical maximum amount of product (1.0 means a 100% yield; for example, 0.34 means a 34% yield). (1) The reactants are [F:1][C:2]([F:53])([F:52])[C:3]1[CH:4]=[C:5]([CH:13]([N:15]([CH2:27][C:28]2[CH:33]=[C:32]([C:34]([F:37])([F:36])[F:35])[CH:31]=[CH:30][C:29]=2[N:38]([CH2:41][C@H:42]2[CH2:47][CH2:46][C@H:45]([CH2:48][C:49]([OH:51])=[O:50])[CH2:44][CH2:43]2)[CH2:39][CH3:40])[C:16]2[N:21]=[CH:20][C:19]([O:22][CH2:23][CH2:24][S:25][CH3:26])=[CH:18][N:17]=2)[CH3:14])[CH:6]=[C:7]([C:9]([F:12])([F:11])[F:10])[CH:8]=1.[CH2:54](O)[C:55]1[CH:60]=[CH:59][CH:58]=[CH:57][CH:56]=1.CCN=C=NCCCN(C)C.Cl.O. The catalyst is ClC(Cl)C.CN(C1C=CN=CC=1)C. The product is [CH2:54]([O:50][C:49](=[O:51])[CH2:48][C@H:45]1[CH2:46][CH2:47][C@H:42]([CH2:41][N:38]([C:29]2[CH:30]=[CH:31][C:32]([C:34]([F:36])([F:37])[F:35])=[CH:33][C:28]=2[CH2:27][N:15]([CH:13]([C:5]2[CH:4]=[C:3]([C:2]([F:1])([F:52])[F:53])[CH:8]=[C:7]([C:9]([F:12])([F:11])[F:10])[CH:6]=2)[CH3:14])[C:16]2[N:17]=[CH:18][C:19]([O:22][CH2:23][CH2:24][S:25][CH3:26])=[CH:20][N:21]=2)[CH2:39][CH3:40])[CH2:43][CH2:44]1)[C:55]1[CH:60]=[CH:59][CH:58]=[CH:57][CH:56]=1. The yield is 0.900. (2) The reactants are [CH3:1][CH2:2][Mg+].[Br-].[C:5]([O:9][C:10]([N:12]1[CH2:17][CH2:16][N:15]([CH2:18][C:19]2[CH:24]=[CH:23][CH:22]=[CH:21][CH:20]=2)[C:14](=O)[CH2:13]1)=[O:11])([CH3:8])([CH3:7])[CH3:6]. The catalyst is C1COCC1. The product is [C:5]([O:9][C:10]([N:12]1[CH2:13][C:14]2([CH2:2][CH2:1]2)[N:15]([CH2:18][C:19]2[CH:24]=[CH:23][CH:22]=[CH:21][CH:20]=2)[CH2:16][CH2:17]1)=[O:11])([CH3:8])([CH3:7])[CH3:6]. The yield is 0.580. (3) The reactants are Br[CH2:2][C:3]1[CH:8]=[CH:7][C:6]([Cl:9])=[CH:5][C:4]=1[F:10].[F:11][C:12]([F:29])([F:28])[O:13][C:14]1[CH:19]=[CH:18][C:17]([C:20]2[CH:21]=[CH:22][C:23]([CH:26]=[O:27])=[N:24][CH:25]=2)=[CH:16][CH:15]=1. The catalyst is CCOCC. The product is [Cl:9][C:6]1[CH:7]=[CH:8][C:3]([CH2:2][CH:26]([C:23]2[CH:22]=[CH:21][C:20]([C:17]3[CH:16]=[CH:15][C:14]([O:13][C:12]([F:29])([F:11])[F:28])=[CH:19][CH:18]=3)=[CH:25][N:24]=2)[OH:27])=[C:4]([F:10])[CH:5]=1. The yield is 0.590. (4) The reactants are Br[C:2]1[CH:3]=[C:4]([CH2:9][NH2:10])[CH:5]=[CH:6][C:7]=1[F:8].[CH3:11][C:12]([O:15][C:16]([N:18]1[CH2:23][CH2:22][N:21]([CH2:24][C:25]2[CH:26]=[C:27](B(O)O)[CH:28]=[CH:29][CH:30]=2)[CH2:20][CH2:19]1)=[O:17])([CH3:14])[CH3:13].C([O-])([O-])=O.[K+].[K+]. The catalyst is O1CCOCC1.O.C1C=CC([P]([Pd]([P](C2C=CC=CC=2)(C2C=CC=CC=2)C2C=CC=CC=2)([P](C2C=CC=CC=2)(C2C=CC=CC=2)C2C=CC=CC=2)[P](C2C=CC=CC=2)(C2C=CC=CC=2)C2C=CC=CC=2)(C2C=CC=CC=2)C2C=CC=CC=2)=CC=1. The product is [NH2:10][CH2:9][C:4]1[CH:5]=[CH:6][C:7]([F:8])=[C:2]([C:27]2[CH:28]=[CH:29][CH:30]=[C:25]([CH2:24][N:21]3[CH2:22][CH2:23][N:18]([C:16]([O:15][C:12]([CH3:14])([CH3:13])[CH3:11])=[O:17])[CH2:19][CH2:20]3)[CH:26]=2)[CH:3]=1. The yield is 0.990. (5) The product is [CH2:14]([CH:16]([CH2:19][CH2:20][CH2:21][CH3:22])[CH2:17][O:8][C:5]1[CH:6]=[CH:7][C:2]([CH3:1])=[CH:3][C:4]=1[N+:9]([O-:11])=[O:10])[CH3:15]. The yield is 0.550. The reactants are [CH3:1][C:2]1[CH:7]=[CH:6][C:5]([OH:8])=[C:4]([N+:9]([O-:11])=[O:10])[CH:3]=1.[OH-].[K+].[CH2:14]([CH:16]([CH2:19][CH2:20][CH2:21][CH3:22])[CH2:17]Br)[CH3:15].O. The catalyst is CCCCCCC. (6) The reactants are Br[C:2]1[S:6][C:5]([C@H:7]2[N:10]([C:11]3[CH:16]=[CH:15][CH:14]=[CH:13][CH:12]=3)[C:9](=[O:17])[C@@H:8]2[CH2:18][CH2:19][C@@H:20]([C:22]2[CH:27]=[CH:26][C:25]([F:28])=[CH:24][CH:23]=2)[OH:21])=[CH:4][CH:3]=1.[OH:29][C:30]1[CH:31]=[C:32](B(O)O)[CH:33]=[CH:34][CH:35]=1. No catalyst specified. The product is [F:28][C:25]1[CH:26]=[CH:27][C:22]([C@@H:20]([OH:21])[CH2:19][CH2:18][C@@H:8]2[C@@H:7]([C:5]3[S:6][C:2]([C:34]4[CH:33]=[CH:32][CH:31]=[C:30]([OH:29])[CH:35]=4)=[CH:3][CH:4]=3)[N:10]([C:11]3[CH:16]=[CH:15][CH:14]=[CH:13][CH:12]=3)[C:9]2=[O:17])=[CH:23][CH:24]=1. The yield is 0.840. (7) The reactants are [F:1][C:2]([F:15])([F:14])[C:3]1[CH:12]=[CH:11][C:10]([NH2:13])=[C:9]2[C:4]=1[CH:5]=[CH:6][CH:7]=[N:8]2.[Cl:16][C:17]1[CH:22]=[CH:21][C:20]([S:23](Cl)(=[O:25])=[O:24])=[C:19]([N+:27]([O-:29])=[O:28])[CH:18]=1.N1C=CC=CC=1. The catalyst is C(Cl)Cl. The product is [Cl:16][C:17]1[CH:22]=[CH:21][C:20]([S:23]([NH:13][C:10]2[CH:11]=[CH:12][C:3]([C:2]([F:1])([F:14])[F:15])=[C:4]3[C:9]=2[N:8]=[CH:7][CH:6]=[CH:5]3)(=[O:25])=[O:24])=[C:19]([N+:27]([O-:29])=[O:28])[CH:18]=1. The yield is 0.460.